From a dataset of Full USPTO retrosynthesis dataset with 1.9M reactions from patents (1976-2016). Predict the reactants needed to synthesize the given product. (1) Given the product [O:22]([C:19]1[C:17]([OH:16])=[N:10][C:9]([C:6]2[S:7][CH:8]=[C:4]([C:3]([F:2])([F:12])[F:13])[N:5]=2)=[N:11][CH:20]=1)[C:23]1[CH:28]=[CH:27][CH:26]=[CH:25][CH:24]=1, predict the reactants needed to synthesize it. The reactants are: Cl.[F:2][C:3]([F:13])([F:12])[C:4]1[N:5]=[C:6]([C:9]([NH2:11])=[NH:10])[S:7][CH:8]=1.C([O:16][C:17]([C:19]([O:22][C:23]1[CH:28]=[CH:27][CH:26]=[CH:25][CH:24]=1)=[CH:20][O-])=O)C.[Na+].CC[O-].[Na+]. (2) Given the product [CH2:1]([C:3]1[CH:4]=[CH:5][C:6]([O:7][C:8]2[CH:1]=[CH:3][CH:4]=[CH:5][C:6]=2[OH:7])=[CH:16][CH:17]=1)[CH3:2], predict the reactants needed to synthesize it. The reactants are: [CH2:1]([C:3]1[CH:17]=[CH:16][C:6]([O:7][CH2:8]OC2C=CC=CC=2)=[CH:5][CH:4]=1)[CH3:2].B(Br)(Br)Br. (3) Given the product [Br:13][C:14]1[CH:15]=[CH:16][C:17]([F:26])=[C:18]([C:19]([C:2]2[CH:7]=[CH:6][CH:5]=[CH:4][N:3]=2)=[O:20])[CH:25]=1, predict the reactants needed to synthesize it. The reactants are: Br[C:2]1[CH:7]=[CH:6][CH:5]=[CH:4][N:3]=1.C([Mg]Cl)(C)C.[Br:13][C:14]1[CH:15]=[CH:16][C:17]([F:26])=[C:18]([CH:25]=1)[C:19](N(OC)C)=[O:20]. (4) Given the product [F:1][C:2]1[N:7]=[C:6]2[N:8]([CH2:30][C:29]3[CH:32]=[CH:33][C:26]([O:25][CH3:24])=[CH:27][CH:28]=3)[N:9]=[C:10]([C:11]([O:13][C:14]([CH3:17])([CH3:16])[CH3:15])=[O:12])[C:5]2=[CH:4][CH:3]=1, predict the reactants needed to synthesize it. The reactants are: [F:1][C:2]1[N:7]=[C:6]2[NH:8][N:9]=[C:10]([C:11]([O:13][C:14]([CH3:17])([CH3:16])[CH3:15])=[O:12])[C:5]2=[CH:4][CH:3]=1.CC([O-])(C)C.[K+].[CH3:24][O:25][C:26]1[CH:33]=[CH:32][C:29]([CH2:30]Br)=[CH:28][CH:27]=1.